From a dataset of Peptide-MHC class I binding affinity with 185,985 pairs from IEDB/IMGT. Regression. Given a peptide amino acid sequence and an MHC pseudo amino acid sequence, predict their binding affinity value. This is MHC class I binding data. (1) The peptide sequence is PLQEGSHLEVQ. The MHC is Mamu-B08 with pseudo-sequence Mamu-B08. The binding affinity (normalized) is 0. (2) The peptide sequence is NSTHNTPVY. The MHC is HLA-A68:02 with pseudo-sequence HLA-A68:02. The binding affinity (normalized) is 0.0847. (3) The peptide sequence is AGFPAGLTY. The MHC is HLA-A29:02 with pseudo-sequence HLA-A29:02. The binding affinity (normalized) is 0.609. (4) The peptide sequence is FFVFIHMVR. The MHC is HLA-A33:01 with pseudo-sequence HLA-A33:01. The binding affinity (normalized) is 1.00.